This data is from Reaction yield outcomes from USPTO patents with 853,638 reactions. The task is: Predict the reaction yield, written as a fraction of the theoretical maximum amount of product (1.0 means a 100% yield; for example, 0.34 means a 34% yield). (1) The catalyst is [C-]#N.[Zn+2].[C-]#N.C1C=CC([P]([Pd]([P](C2C=CC=CC=2)(C2C=CC=CC=2)C2C=CC=CC=2)([P](C2C=CC=CC=2)(C2C=CC=CC=2)C2C=CC=CC=2)[P](C2C=CC=CC=2)(C2C=CC=CC=2)C2C=CC=CC=2)(C2C=CC=CC=2)C2C=CC=CC=2)=CC=1. The reactants are [CH2:1]([O:4][C:5](=[O:37])[C@@H:6]([NH:25][C:26](=[O:36])[C:27]1[C:32]([F:33])=[CH:31][C:30](Br)=[CH:29][C:28]=1[F:35])[CH2:7][C:8]1[CH:13]=[CH:12][C:11]([C:14]2[C:15](=[O:24])[N:16]([CH3:23])[C:17](=[O:22])[N:18]([CH3:21])[C:19]=2[CH3:20])=[CH:10][CH:9]=1)[CH2:2][CH3:3].O.[CH3:39][N:40](C=O)C. The yield is 0.990. The product is [CH2:1]([O:4][C:5](=[O:37])[C@@H:6]([NH:25][C:26](=[O:36])[C:27]1[C:32]([F:33])=[CH:31][C:30]([C:39]#[N:40])=[CH:29][C:28]=1[F:35])[CH2:7][C:8]1[CH:13]=[CH:12][C:11]([C:14]2[C:15](=[O:24])[N:16]([CH3:23])[C:17](=[O:22])[N:18]([CH3:21])[C:19]=2[CH3:20])=[CH:10][CH:9]=1)[CH2:2][CH3:3]. (2) The reactants are [OH:1][C:2]1[CH:9]=[CH:8][C:5]([CH:6]=O)=[CH:4][CH:3]=1.[NH:10]1[CH2:16][C:14](=[O:15])[NH:13][C:11]1=[O:12].N1CCCCC1.Cl. The catalyst is O. The product is [OH:1][C:2]1[CH:9]=[CH:8][C:5]([CH:6]=[C:16]2[NH:10][C:11](=[O:12])[NH:13][C:14]2=[O:15])=[CH:4][CH:3]=1. The yield is 0.880. (3) The reactants are [NH:1]1[C:11]2[C:6](=[CH:7][CH:8]=[CH:9][CH:10]=2)[C:4](=[O:5])[C:2]1=[O:3].[H-].[Na+].[Cl:14][C:15]1[S:16][C:17]([CH2:20]Cl)=[CH:18][CH:19]=1. The catalyst is O1CCOCC1. The product is [Cl:14][C:15]1[S:16][C:17]([CH2:20][N:1]2[C:11]3[C:6](=[CH:7][CH:8]=[CH:9][CH:10]=3)[C:4](=[O:5])[C:2]2=[O:3])=[CH:18][CH:19]=1. The yield is 0.220.